Task: Predict hERG channel inhibition at various concentrations.. Dataset: hERG Central: cardiac toxicity at 1µM, 10µM, and general inhibition (1) The molecule is Nc1nc(CN2CCN(Cc3ccccc3)CC2)nc(Nc2ccccc2)n1. Results: hERG_inhib (hERG inhibition (general)): blocker. (2) The drug is Cc1cc(N2CCN(c3ccccc3Cl)CC2)n2cc(-c3ccccc3)nc2n1. Results: hERG_inhib (hERG inhibition (general)): blocker. (3) The molecule is CCN(CC)CCN(Cc1cc2cc(C)ccc2[nH]c1=O)C(=O)Nc1ccccc1OC. Results: hERG_inhib (hERG inhibition (general)): blocker. (4) The drug is COc1cc(OC)cc(-c2nnc(SCc3ccc(C(=O)O)cc3)o2)c1. Results: hERG_inhib (hERG inhibition (general)): blocker. (5) The molecule is CN(C1CCCCC1)S(=O)(=O)c1cccc(C(=O)Nc2ccccn2)c1. Results: hERG_inhib (hERG inhibition (general)): blocker. (6) The molecule is CCCCN1C2=NC(c3ccccc3)CN2c2ccccc21.Cl. Results: hERG_inhib (hERG inhibition (general)): blocker.